The task is: Predict the reactants needed to synthesize the given product.. This data is from Retrosynthesis with 50K atom-mapped reactions and 10 reaction types from USPTO. (1) Given the product CCOC(=O)c1sc(-n2cnn(Cc3ccc(S(C)(=O)=O)cc3)c2=O)cc1C, predict the reactants needed to synthesize it. The reactants are: CCOC(=O)c1sc(-n2cn[nH]c2=O)cc1C.CS(=O)(=O)c1ccc(CBr)cc1. (2) The reactants are: CCc1nnn([C@@H]2C=C[C@H](n3cnc4c(Cl)nc(Cl)nc43)C2)n1.NCC(c1ccccc1)c1ccccc1. Given the product CCc1nnn([C@@H]2C=C[C@H](n3cnc4c(NCC(c5ccccc5)c5ccccc5)nc(Cl)nc43)C2)n1, predict the reactants needed to synthesize it.